From a dataset of NCI-60 drug combinations with 297,098 pairs across 59 cell lines. Regression. Given two drug SMILES strings and cell line genomic features, predict the synergy score measuring deviation from expected non-interaction effect. Drug 1: C1C(C(OC1N2C=C(C(=O)NC2=O)F)CO)O. Drug 2: CC(C)(C#N)C1=CC(=CC(=C1)CN2C=NC=N2)C(C)(C)C#N. Cell line: LOX IMVI. Synergy scores: CSS=24.3, Synergy_ZIP=-1.05, Synergy_Bliss=2.38, Synergy_Loewe=-18.7, Synergy_HSA=1.38.